This data is from Forward reaction prediction with 1.9M reactions from USPTO patents (1976-2016). The task is: Predict the product of the given reaction. (1) Given the reactants Cl.[CH3:2][O:3][C:4]([C:6]1([NH2:15])[CH2:14][C:13]2[C:8](=[CH:9][CH:10]=[CH:11][CH:12]=2)[CH2:7]1)=[O:5].[CH3:16][O:17][C:18]1[CH:26]=[CH:25][C:21]([C:22](O)=[O:23])=[CH:20][C:19]=1[N+:27]([O-:29])=[O:28].CN1CCOCC1.C1C=CC2N(O)N=NC=2C=1.C(Cl)CCl, predict the reaction product. The product is: [CH3:2][O:3][C:4]([C:6]1([NH:15][C:22](=[O:23])[C:21]2[CH:25]=[CH:26][C:18]([O:17][CH3:16])=[C:19]([N+:27]([O-:29])=[O:28])[CH:20]=2)[CH2:14][C:13]2[C:8](=[CH:9][CH:10]=[CH:11][CH:12]=2)[CH2:7]1)=[O:5]. (2) Given the reactants [Cl:1][C:2]1[CH:3]=[C:4]([C:13](OC)=[O:14])[C:5](=[CH:10][C:11]=1[Cl:12])[C:6](OC)=[O:7].[H-].[H-].[H-].[H-].[Li+].[Al+3].O.[OH-].[Na+], predict the reaction product. The product is: [Cl:1][C:2]1[C:11]([Cl:12])=[CH:10][C:5]([CH2:6][OH:7])=[C:4]([CH2:13][OH:14])[CH:3]=1. (3) Given the reactants [OH-].[Na+].[CH3:3][N:4]([CH3:27])[CH2:5][C:6]1[N:17](S(C2C=CC=CC=2)(=O)=O)[C:9]2=[N:10][CH:11]=[C:12]([N+:14]([O-:16])=[O:15])[CH:13]=[C:8]2[CH:7]=1.O.C(OCC)(=O)C, predict the reaction product. The product is: [CH3:3][N:4]([CH3:27])[CH2:5][C:6]1[NH:17][C:9]2=[N:10][CH:11]=[C:12]([N+:14]([O-:16])=[O:15])[CH:13]=[C:8]2[CH:7]=1.